Task: Predict the product of the given reaction.. Dataset: Forward reaction prediction with 1.9M reactions from USPTO patents (1976-2016) (1) Given the reactants [NH2:1][C:2]1[CH:7]=[CH:6][CH:5]=[CH:4][C:3]=1[CH2:8][C:9]([O:11]C)=O.C(=O)([O-])[O-].[K+].[K+].CCOC(C)=O, predict the reaction product. The product is: [NH:1]1[C:2]2[C:3](=[CH:4][CH:5]=[CH:6][CH:7]=2)[CH2:8][C:9]1=[O:11]. (2) Given the reactants Cl[C:2]([C:4]1[CH:13]=[CH:12][C:7]([C:8]([O:10][CH3:11])=[O:9])=[CH:6][CH:5]=1)=[O:3].[C:14]1([C:20]2NN=[N:22][N:21]=2)[CH:19]=[CH:18][CH:17]=[CH:16][CH:15]=1.N1C=CC=CC=1, predict the reaction product. The product is: [C:14]1([C:20]2[O:3][C:2]([C:4]3[CH:13]=[CH:12][C:7]([C:8]([O:10][CH3:11])=[O:9])=[CH:6][CH:5]=3)=[N:22][N:21]=2)[CH:19]=[CH:18][CH:17]=[CH:16][CH:15]=1. (3) The product is: [OH:37][CH:36]([C:6]1[N:7]=[CH:8][CH:9]=[CH:10][N:11]=1)[CH2:35][CH2:34][N:26]([CH3:25])[C:27](=[O:33])[O:28][C:29]([CH3:30])([CH3:32])[CH3:31]. Given the reactants C([Sn](CCCC)(CCCC)[C:6]1[N:11]=[CH:10][CH:9]=[CH:8][N:7]=1)CCC.C([Li])CCC.[CH3:25][N:26]([CH2:34][CH2:35][CH:36]=[O:37])[C:27](=[O:33])[O:28][C:29]([CH3:32])([CH3:31])[CH3:30].[Cl-].[NH4+], predict the reaction product. (4) Given the reactants [CH2:1]([N:5]1[CH:9]=[C:8]([C:10]2[CH:15]=[CH:14][C:13]([Cl:16])=[CH:12][C:11]=2[Cl:17])[N:7]=[C:6]1[C@@H:18]([NH:27][C:28]([C@H:30]1[CH2:35][CH2:34][C@H:33]([CH2:36][CH3:37])[CH2:32][CH2:31]1)=[O:29])[CH2:19][C:20]1[CH:25]=[CH:24][C:23]([OH:26])=[CH:22][CH:21]=1)[CH:2]=[CH:3][CH3:4].I[C:39]1[CH:48]=[CH:47][C:42]([C:43]([O:45]C)=[O:44])=[CH:41][CH:40]=1, predict the reaction product. The product is: [CH2:1]([N:5]1[CH:9]=[C:8]([C:10]2[CH:15]=[CH:14][C:13]([Cl:16])=[CH:12][C:11]=2[Cl:17])[N:7]=[C:6]1[C@@H:18]([NH:27][C:28]([C@H:30]1[CH2:35][CH2:34][C@H:33]([CH2:36][CH3:37])[CH2:32][CH2:31]1)=[O:29])[CH2:19][C:20]1[CH:21]=[CH:22][C:23]([O:26][C:39]2[CH:48]=[CH:47][C:42]([C:43]([OH:45])=[O:44])=[CH:41][CH:40]=2)=[CH:24][CH:25]=1)[C:2]#[C:3][CH3:4]. (5) Given the reactants Cl.[OH:2][C:3]([C:34]1[CH:39]=[CH:38][CH:37]=[CH:36][CH:35]=1)([C:28]1[CH:33]=[CH:32][CH:31]=[CH:30][CH:29]=1)[CH:4]1[CH2:9][CH2:8][N:7]([CH2:10][CH2:11][CH2:12][C:13]([C:15]2[CH:20]=[CH:19][C:18]([C:21]([CH3:27])([CH3:26])[C:22]([O:24]C)=[O:23])=[CH:17][CH:16]=2)=[O:14])[CH2:6][CH2:5]1.Cl.OC(C1C=CC=CC=1)(C1C=CC=CC=1)C1CCN(CCCC(C2C=C(C(C)(C)C(OC)=O)C=CC=2)=O)CC1.[OH-].[Na+].[BH4-].[Na+], predict the reaction product. The product is: [CH3:27][C:21]([C:22]([OH:24])=[O:23])([C:18]1[CH:19]=[CH:20][C:15]([CH:13]([OH:14])[CH2:12][CH2:11][CH2:10][N:7]2[CH2:6][CH2:5][CH:4]([C:3]([OH:2])([C:28]3[CH:29]=[CH:30][CH:31]=[CH:32][CH:33]=3)[C:34]3[CH:39]=[CH:38][CH:37]=[CH:36][CH:35]=3)[CH2:9][CH2:8]2)=[CH:16][CH:17]=1)[CH3:26]. (6) Given the reactants [C:1]([N:8]1[CH2:14][CH2:13][CH2:12][NH:11][CH2:10][CH2:9]1)([O:3][C:4]([CH3:7])([CH3:6])[CH3:5])=[O:2].O(C(C)(C)C)[Na].Br[C:22]1[CH:27]=[CH:26][CH:25]=[CH:24][C:23]=1[CH3:28], predict the reaction product. The product is: [C:23]1([CH3:28])[CH:24]=[CH:25][CH:26]=[CH:27][C:22]=1[N:11]1[CH2:12][CH2:13][CH2:14][N:8]([C:1]([O:3][C:4]([CH3:7])([CH3:6])[CH3:5])=[O:2])[CH2:9][CH2:10]1. (7) Given the reactants [CH2:1]([O:3][C:4](=[O:42])[CH:5]([N:7]([O:35][C:36]1[CH:41]=[CH:40][CH:39]=[CH:38][CH:37]=1)[PH:8]([CH2:10][C:11]([CH3:34])=[CH:12][CH2:13][C:14]1[C:15]([O:27]CC[Si](C)(C)C)=[C:16]2[C:20](=[C:21]([CH3:25])[C:22]=1[CH2:23][CH3:24])[CH2:19][O:18][C:17]2=[O:26])=[O:9])[CH3:6])[CH3:2].N1C=CC=CC=1, predict the reaction product. The product is: [CH2:1]([O:3][C:4](=[O:42])[CH:5]([N:7]([O:35][C:36]1[CH:41]=[CH:40][CH:39]=[CH:38][CH:37]=1)[PH:8]([CH2:10][C:11]([CH3:34])=[CH:12][CH2:13][C:14]1[C:15]([OH:27])=[C:16]2[C:20](=[C:21]([CH3:25])[C:22]=1[CH2:23][CH3:24])[CH2:19][O:18][C:17]2=[O:26])=[O:9])[CH3:6])[CH3:2].